Dataset: NCI-60 drug combinations with 297,098 pairs across 59 cell lines. Task: Regression. Given two drug SMILES strings and cell line genomic features, predict the synergy score measuring deviation from expected non-interaction effect. (1) Drug 1: C1CCN(CC1)CCOC2=CC=C(C=C2)C(=O)C3=C(SC4=C3C=CC(=C4)O)C5=CC=C(C=C5)O. Drug 2: CC1CCC2CC(C(=CC=CC=CC(CC(C(=O)C(C(C(=CC(C(=O)CC(OC(=O)C3CCCCN3C(=O)C(=O)C1(O2)O)C(C)CC4CCC(C(C4)OC)O)C)C)O)OC)C)C)C)OC. Cell line: COLO 205. Synergy scores: CSS=21.7, Synergy_ZIP=4.31, Synergy_Bliss=4.64, Synergy_Loewe=-16.5, Synergy_HSA=-1.47. (2) Drug 1: C1CC(C1)(C(=O)O)C(=O)O.[NH2-].[NH2-].[Pt+2]. Drug 2: CN1C2=C(C=C(C=C2)N(CCCl)CCCl)N=C1CCCC(=O)O.Cl. Cell line: A549. Synergy scores: CSS=15.3, Synergy_ZIP=-1.68, Synergy_Bliss=2.38, Synergy_Loewe=-6.31, Synergy_HSA=0.549. (3) Drug 1: CN(CC1=CN=C2C(=N1)C(=NC(=N2)N)N)C3=CC=C(C=C3)C(=O)NC(CCC(=O)O)C(=O)O. Drug 2: C1=CN(C(=O)N=C1N)C2C(C(C(O2)CO)O)O.Cl. Cell line: NCIH23. Synergy scores: CSS=47.7, Synergy_ZIP=-7.61, Synergy_Bliss=-6.88, Synergy_Loewe=-5.85, Synergy_HSA=-2.17.